From a dataset of Reaction yield outcomes from USPTO patents with 853,638 reactions. Predict the reaction yield, written as a fraction of the theoretical maximum amount of product (1.0 means a 100% yield; for example, 0.34 means a 34% yield). (1) The reactants are [BH4-].[Na+].[CH3:3][O:4][C:5]1[CH:6]=[C:7]2[C:12](=[CH:13][CH:14]=1)[C:11](=[O:15])[CH2:10][CH2:9][CH2:8]2.[BH4-].O. The catalyst is CO. The product is [CH3:3][O:4][C:5]1[CH:6]=[C:7]2[C:12](=[CH:13][CH:14]=1)[CH:11]([OH:15])[CH2:10][CH2:9][CH2:8]2. The yield is 0.860. (2) The catalyst is C1COCC1. The reactants are Cl[C:2]1[CH:7]=[CH:6][C:5]2=[N:8][C:9]([C:11]3[CH:12]=[CH:13][C:14]([C:24]([F:27])([F:26])[F:25])=[C:15]([NH:17][C:18](=[O:23])[C:19]([CH3:22])([CH3:21])[CH3:20])[CH:16]=3)=[CH:10][N:4]2[N:3]=1.[CH3:28][NH2:29]. The yield is 0.350. The product is [CH3:20][C:19]([CH3:22])([CH3:21])[C:18]([NH:17][C:15]1[CH:16]=[C:11]([C:9]2[N:8]=[C:5]3[N:4]([CH:10]=2)[N:3]=[C:2]([NH:29][CH3:28])[CH:7]=[CH:6]3)[CH:12]=[CH:13][C:14]=1[C:24]([F:27])([F:26])[F:25])=[O:23].